From a dataset of Reaction yield outcomes from USPTO patents with 853,638 reactions. Predict the reaction yield, written as a fraction of the theoretical maximum amount of product (1.0 means a 100% yield; for example, 0.34 means a 34% yield). (1) The reactants are [CH3:1][C:2]1[CH:3]=[C:4]([N:9]2[CH:13]=[C:12]([C:14]#[N:15])[N:11]=[CH:10]2)[CH:5]=[C:6]([CH3:8])[CH:7]=1.[F:16][C:17]([F:24])([F:23])[S:18]([O:21]C)(=[O:20])=[O:19]. The catalyst is C(Cl)Cl. The product is [F:16][C:17]([F:24])([F:23])[S:18]([O-:21])(=[O:20])=[O:19].[C:14]([C:12]1[N+:11]([CH3:17])=[CH:10][N:9]([C:4]2[CH:5]=[C:6]([CH3:8])[CH:7]=[C:2]([CH3:1])[CH:3]=2)[CH:13]=1)#[N:15]. The yield is 0.820. (2) The reactants are [Cl:1][C:2]1[CH:3]=[CH:4][C:5]2[N:6]=[C:7]([NH2:17])[N:8]=[C:9]([N:12]3[CH:16]=NC=N3)[C:10]=2[N:11]=1.N1C[CH2:22][O:21][CH2:20][CH2:19]1. The catalyst is C(Cl)Cl. The product is [Cl:1][C:2]1[CH:3]=[CH:4][C:5]2[N:6]=[C:7]([NH2:17])[N:8]=[C:9]([N:12]3[CH2:16][CH2:22][O:21][CH2:20][CH2:19]3)[C:10]=2[N:11]=1. The yield is 0.990.